This data is from Reaction yield outcomes from USPTO patents with 853,638 reactions. The task is: Predict the reaction yield, written as a fraction of the theoretical maximum amount of product (1.0 means a 100% yield; for example, 0.34 means a 34% yield). (1) The reactants are [CH:1]([C:4]1[CH:9]=[CH:8][CH:7]=[C:6]([CH:10]([CH3:12])[CH3:11])[C:5]=1[OH:13])([CH3:3])[CH3:2].[C:14]1(=O)[O:19][C:17](=[O:18])[C:16]2=[CH:20][CH:21]=[CH:22][CH:23]=[C:15]12. No catalyst specified. The product is [OH:13][C:5]1[C:4]([CH:1]([CH3:3])[CH3:2])=[CH:9][C:8]([C:14]2([C:8]3[CH:7]=[C:6]([CH:10]([CH3:11])[CH3:12])[C:5]([OH:13])=[C:4]([CH:1]([CH3:3])[CH3:2])[CH:9]=3)[C:15]3[C:16](=[CH:20][CH:21]=[CH:22][CH:23]=3)[C:17](=[O:18])[O:19]2)=[CH:7][C:6]=1[CH:10]([CH3:12])[CH3:11]. The yield is 0.890. (2) The reactants are [CH3:1][N:2]([CH3:22])[CH2:3][CH2:4][O:5][C:6]1[CH:11]=[CH:10][C:9]([NH:12]C(=O)C)=[CH:8][C:7]=1[C:16]1[N:17]([CH3:21])[N:18]=[CH:19][CH:20]=1.[OH-].[Na+]. The catalyst is C(O)C.O. The product is [CH3:1][N:2]([CH3:22])[CH2:3][CH2:4][O:5][C:6]1[CH:11]=[CH:10][C:9]([NH2:12])=[CH:8][C:7]=1[C:16]1[N:17]([CH3:21])[N:18]=[CH:19][CH:20]=1. The yield is 0.875. (3) The reactants are [CH3:1][O:2][C:3]([C:5]1[N:6]=[N:7][C:8]([Cl:12])=[CH:9][C:10]=1Cl)=[O:4].[CH3:13][O:14][C:15]1[CH:16]=[CH:17][C:18]([NH2:23])=[N:19][C:20]=1[O:21][CH3:22]. The catalyst is C(#N)C. The product is [CH3:1][O:2][C:3]([C:5]1[N:6]=[N:7][C:8]([Cl:12])=[CH:9][C:10]=1[NH:23][C:18]1[CH:17]=[CH:16][C:15]([O:14][CH3:13])=[C:20]([O:21][CH3:22])[N:19]=1)=[O:4]. The yield is 0.530. (4) The reactants are [NH:1]1[CH:5]=[CH:4][CH:3]=[C:2]1[C:6]1C(=O)[C:9](=[O:12])[C:8]2([CH2:17][CH2:16][CH2:15][CH2:14][CH2:13]2)[N:7]=1.[NH2:18][C@H:19]([CH2:23][OH:24])[CH:20]([CH3:22])[CH3:21].C(OCC)(=[O:27])C. No catalyst specified. The product is [NH:1]1[CH:5]=[CH:4][CH:3]=[C:2]1[C:6]([NH:7][C:8]1([C:9]([NH:18][C@H:19]([CH2:23][OH:24])[CH:20]([CH3:22])[CH3:21])=[O:12])[CH2:13][CH2:14][CH2:15][CH2:16][CH2:17]1)=[O:27]. The yield is 0.764. (5) The reactants are [CH3:1][CH:2]([CH2:4][CH2:5][CH2:6][C@H:7]([C@@H:9]1[C@:27]2([CH3:28])[C@H:12]([C@H:13]3[C@H:24]([CH2:25][CH2:26]2)[C@:22]2([CH3:23])[C:16]([CH2:17][C@H:18]([CH2:20][CH2:21]2)[OH:19])=[CH:15][CH2:14]3)[CH2:11][CH2:10]1)[CH3:8])[CH3:3].[CH3:29][C:30](C)([O-:32])[CH3:31].[Li+].C(C1OC1)Br. The catalyst is CN(C)C(=O)C. The product is [CH2:29]([CH2:3][CH:2]([CH2:4][CH2:5][CH2:6][C@H:7]([C@@H:9]1[C@:27]2([CH3:28])[C@H:12]([C@H:13]3[C@H:24]([CH2:25][CH2:26]2)[C@:22]2([CH3:23])[C:16]([CH2:17][C@H:18]([CH2:20][CH2:21]2)[OH:19])=[CH:15][CH2:14]3)[CH2:11][CH2:10]1)[CH3:8])[CH3:1])[CH:30]1[O:32][CH2:31]1. The yield is 0.640.